From a dataset of Reaction yield outcomes from USPTO patents with 853,638 reactions. Predict the reaction yield, written as a fraction of the theoretical maximum amount of product (1.0 means a 100% yield; for example, 0.34 means a 34% yield). The reactants are [C:1]([N:4]1[C:13]2[C:8](=[CH:9][C:10]([N:14]3[CH2:19][CH2:18][N:17](C(OC(C)(C)C)=O)[CH2:16][CH2:15]3)=[CH:11][CH:12]=2)[C@H:7]([NH:27][C:28]2[CH:33]=[CH:32][C:31]([C:34]#[N:35])=[CH:30][CH:29]=2)[C@@H:6]([CH3:36])[C@@H:5]1[CH2:37][CH3:38])(=[O:3])[CH3:2].C(O)(C(F)(F)F)=O. The catalyst is ClCCl.CO. The product is [C:1]([N:4]1[C:13]2[C:8](=[CH:9][C:10]([N:14]3[CH2:15][CH2:16][NH:17][CH2:18][CH2:19]3)=[CH:11][CH:12]=2)[C@H:7]([NH:27][C:28]2[CH:29]=[CH:30][C:31]([C:34]#[N:35])=[CH:32][CH:33]=2)[C@@H:6]([CH3:36])[C@@H:5]1[CH2:37][CH3:38])(=[O:3])[CH3:2]. The yield is 0.980.